This data is from NCI-60 drug combinations with 297,098 pairs across 59 cell lines. The task is: Regression. Given two drug SMILES strings and cell line genomic features, predict the synergy score measuring deviation from expected non-interaction effect. (1) Drug 1: CC1=C2C(C(=O)C3(C(CC4C(C3C(C(C2(C)C)(CC1OC(=O)C(C(C5=CC=CC=C5)NC(=O)OC(C)(C)C)O)O)OC(=O)C6=CC=CC=C6)(CO4)OC(=O)C)OC)C)OC. Drug 2: C1=CC=C(C=C1)NC(=O)CCCCCCC(=O)NO. Cell line: OVCAR-8. Synergy scores: CSS=50.9, Synergy_ZIP=-1.42, Synergy_Bliss=-3.89, Synergy_Loewe=-3.65, Synergy_HSA=-0.813. (2) Drug 1: CC1=CC2C(CCC3(C2CCC3(C(=O)C)OC(=O)C)C)C4(C1=CC(=O)CC4)C. Drug 2: CC1C(C(CC(O1)OC2CC(OC(C2O)C)OC3=CC4=CC5=C(C(=O)C(C(C5)C(C(=O)C(C(C)O)O)OC)OC6CC(C(C(O6)C)O)OC7CC(C(C(O7)C)O)OC8CC(C(C(O8)C)O)(C)O)C(=C4C(=C3C)O)O)O)O. Cell line: MDA-MB-435. Synergy scores: CSS=-6.36, Synergy_ZIP=3.11, Synergy_Bliss=0.275, Synergy_Loewe=-106, Synergy_HSA=-4.96. (3) Synergy scores: CSS=3.52, Synergy_ZIP=-1.02, Synergy_Bliss=-0.221, Synergy_Loewe=-0.331, Synergy_HSA=-0.324. Drug 2: CCCCCOC(=O)NC1=NC(=O)N(C=C1F)C2C(C(C(O2)C)O)O. Cell line: NCI-H226. Drug 1: CCC1(CC2CC(C3=C(CCN(C2)C1)C4=CC=CC=C4N3)(C5=C(C=C6C(=C5)C78CCN9C7C(C=CC9)(C(C(C8N6C)(C(=O)OC)O)OC(=O)C)CC)OC)C(=O)OC)O.OS(=O)(=O)O.